From a dataset of Forward reaction prediction with 1.9M reactions from USPTO patents (1976-2016). Predict the product of the given reaction. (1) Given the reactants [OH-].[K+].[F:3][C:4]([F:17])([F:16])[C:5]1[C:14]2[C:9](=[CH:10][CH:11]=[CH:12][CH:13]=2)[NH:8][C:7](=[O:15])[CH:6]=1.[CH3:18]I.[NH4+].[Cl-], predict the reaction product. The product is: [CH3:18][N:8]1[C:9]2[C:14](=[CH:13][CH:12]=[CH:11][CH:10]=2)[C:5]([C:4]([F:3])([F:16])[F:17])=[CH:6][C:7]1=[O:15]. (2) Given the reactants [Cl:1][CH2:2][C:3](=[O:10])[CH2:4][C:5]([O:7][CH2:8][CH3:9])=[O:6].[CH:11](OC)(OC)OC.O=P12OP3(OP(OP(O3)(O1)=O)(=O)O2)=O, predict the reaction product. The product is: [Cl:1][CH2:2]/[C:3](/[O:10][CH3:11])=[CH:4]\[C:5]([O:7][CH2:8][CH3:9])=[O:6]. (3) Given the reactants Br.Br.[C@H:3]12[CH2:9][C@H:6]([NH:7][CH2:8]1)[CH2:5][NH:4]2.Br[CH2:11][CH2:12][C:13]1[CH:18]=[CH:17][C:16]([N+:19]([O-:21])=[O:20])=[CH:15][CH:14]=1.C([O-])([O-])=O.[K+].[K+], predict the reaction product. The product is: [N+:19]([C:16]1[CH:17]=[CH:18][C:13]([CH2:12][CH2:11][N:4]2[CH2:5][C@@H:6]3[CH2:9][C@H:3]2[CH2:8][N:7]3[CH2:11][CH2:12][C:13]2[CH:14]=[CH:15][C:16]([N+:19]([O-:21])=[O:20])=[CH:17][CH:18]=2)=[CH:14][CH:15]=1)([O-:21])=[O:20].